From a dataset of Forward reaction prediction with 1.9M reactions from USPTO patents (1976-2016). Predict the product of the given reaction. (1) Given the reactants Br[C:2]1[CH:3]=[N:4][N:5]([C:7]2[CH:12]=[CH:11][N:10]=[CH:9][C:8]=2[N:13]2[CH2:18][CH2:17][CH:16]([C:19]([N:21]([CH3:23])[CH3:22])=[O:20])[CH2:15][CH2:14]2)[CH:6]=1.[CH3:24][N:25](C=O)C, predict the reaction product. The product is: [C:24]([C:2]1[CH:3]=[N:4][N:5]([C:7]2[CH:12]=[CH:11][N:10]=[CH:9][C:8]=2[N:13]2[CH2:18][CH2:17][CH:16]([C:19]([N:21]([CH3:23])[CH3:22])=[O:20])[CH2:15][CH2:14]2)[CH:6]=1)#[N:25]. (2) Given the reactants [Br:1][C:2]1[C:10]([F:11])=[CH:9][C:5]([C:6]([OH:8])=[O:7])=[C:4]([F:12])[CH:3]=1.S(=O)(=O)(O)O.N#N.[CH3:20]O, predict the reaction product. The product is: [Br:1][C:2]1[C:10]([F:11])=[CH:9][C:5]([C:6]([O:8][CH3:20])=[O:7])=[C:4]([F:12])[CH:3]=1. (3) Given the reactants [C:1]([O:5][C:6]([N:8]1[CH2:13][CH2:12][N:11]([C:14]2[CH:15]=[CH:16][C:17]3[O:21][C:20]([C:22]([O:24]CC)=O)=[CH:19][C:18]=3[CH:27]=2)[CH2:10][CH2:9]1)=[O:7])([CH3:4])([CH3:3])[CH3:2].C([NH2:30])=O, predict the reaction product. The product is: [C:1]([O:5][C:6]([N:8]1[CH2:9][CH2:10][N:11]([C:14]2[CH:15]=[CH:16][C:17]3[O:21][C:20]([C:22]([NH2:30])=[O:24])=[CH:19][C:18]=3[CH:27]=2)[CH2:12][CH2:13]1)=[O:7])([CH3:2])([CH3:3])[CH3:4]. (4) The product is: [N:20]1([C:18]([C:15]2[CH:14]=[CH:13][C:12]([C:9]3[CH:10]=[CH:11][C:6]4[N:7]([C:3]([C:1]#[C:2][C:27]5[CH:32]=[CH:31][N:30]=[C:29]([NH:33][C:34](=[O:36])[CH3:35])[CH:28]=5)=[CH:4][N:5]=4)[N:8]=3)=[CH:17][CH:16]=2)=[O:19])[CH2:21][CH2:22][O:23][CH2:24][CH2:25]1. Given the reactants [C:1]([C:3]1[N:7]2[N:8]=[C:9]([C:12]3[CH:17]=[CH:16][C:15]([C:18]([N:20]4[CH2:25][CH2:24][O:23][CH2:22][CH2:21]4)=[O:19])=[CH:14][CH:13]=3)[CH:10]=[CH:11][C:6]2=[N:5][CH:4]=1)#[CH:2].Br[C:27]1[CH:32]=[CH:31][N:30]=[C:29]([NH:33][C:34](=[O:36])[CH3:35])[CH:28]=1, predict the reaction product. (5) Given the reactants [Cl:1][C:2]1[N:7]=[CH:6][C:5]2[C:8](I)=[N:9][N:10]([CH:11]([CH3:13])[CH3:12])[C:4]=2[CH:3]=1.Cl.[NH:16]1[CH2:20][CH2:19][CH:18]([C:21]#[N:22])[CH2:17]1.C(=O)([O-])[O-].[Cs+].[Cs+].C1(P(C2C=CC=CC=2)C2C3OC4C(=CC=CC=4P(C4C=CC=CC=4)C4C=CC=CC=4)C(C)(C)C=3C=CC=2)C=CC=CC=1, predict the reaction product. The product is: [Cl:1][C:2]1[N:7]=[CH:6][C:5]2[C:8]([N:16]3[CH2:20][CH2:19][C@@H:18]([C:21]#[N:22])[CH2:17]3)=[N:9][N:10]([CH:11]([CH3:13])[CH3:12])[C:4]=2[CH:3]=1. (6) Given the reactants C([O:5][C:6]([C:8]1[CH:13]=[CH:12][C:11]([NH:14][C:15](=[O:38])[C@@H:16]([NH:21][C:22](=[O:37])/[CH:23]=[CH:24]/[C:25]2[CH:30]=[C:29]([Cl:31])[CH:28]=[CH:27][C:26]=2[N:32]2[CH:36]=[N:35][N:34]=[N:33]2)[CH2:17][C:18](O)=[O:19])=[CH:10][CH:9]=1)=[O:7])(C)(C)C.O.[OH-].[Li+].Cl.[CH2:43]1[CH2:47]OCC1, predict the reaction product. The product is: [Cl:31][C:29]1[CH:28]=[CH:27][C:26]([N:32]2[CH:36]=[N:35][N:34]=[N:33]2)=[C:25](/[CH:24]=[CH:23]/[C:22]([NH:21][C@@H:16]([CH2:17][C:18]([N:21]2[CH2:43][CH2:47][N:14]([CH3:11])[CH2:15][CH2:16]2)=[O:19])[C:15]([NH:14][C:11]2[CH:12]=[CH:13][C:8]([C:6]([OH:5])=[O:7])=[CH:9][CH:10]=2)=[O:38])=[O:37])[CH:30]=1.